This data is from Full USPTO retrosynthesis dataset with 1.9M reactions from patents (1976-2016). The task is: Predict the reactants needed to synthesize the given product. (1) Given the product [Br:1][C:2]1[CH:3]=[C:4]([CH:5]=[CH:6][CH:7]=1)[CH2:8][C:9]1[C:10]2[C:15](=[CH:14][CH:13]=[CH:12][CH:11]=2)[C:16](=[O:17])[NH:21][N:20]=1, predict the reactants needed to synthesize it. The reactants are: [Br:1][C:2]1[CH:3]=[C:4]([CH:8]2[C:16](=[O:17])[C:15]3[C:10](=[CH:11][CH:12]=[CH:13][CH:14]=3)[C:9]2=O)[CH:5]=[CH:6][CH:7]=1.O.[NH2:20][NH2:21]. (2) Given the product [CH3:1][C:2]1[C:14]2[C:13]3[CH:12]=[CH:11][CH:10]=[CH:9][C:8]=3[C:7]([O:15][CH2:19][O:20][CH3:21])=[N:6][C:5]=2[N:4]([CH3:16])[N:3]=1, predict the reactants needed to synthesize it. The reactants are: [CH3:1][C:2]1[C:14]2[C:13]3[CH:12]=[CH:11][CH:10]=[CH:9][C:8]=3[C:7](=[O:15])[NH:6][C:5]=2[N:4]([CH3:16])[N:3]=1.[H-].[Na+].[CH3:19][O:20][CH2:21]Cl. (3) Given the product [C:20]([O:23][C@@H:24]1[C@H:28]([CH2:29]/[CH:30]=[CH:31]\[CH2:32][CH2:33][CH2:34][C:35]([O:37][CH3:38])=[O:36])[C@@H:27](/[CH:39]=[CH:4]/[C:3](=[O:11])[C:2]([F:1])([F:16])[CH2:12][CH2:13][CH2:14][CH3:15])[C@H:26]([O:41][CH:42]2[CH2:47][CH2:46][CH2:45][CH2:44][O:43]2)[CH2:25]1)(=[O:22])[CH3:21], predict the reactants needed to synthesize it. The reactants are: [F:1][C:2]([F:16])([CH2:12][CH2:13][CH2:14][CH3:15])[C:3](=[O:11])[CH2:4]P(=O)(OC)OC.O.[OH-].[Li+].[C:20]([O:23][C@@H:24]1[C@H:28]([CH2:29]/[CH:30]=[CH:31]\[CH2:32][CH2:33][CH2:34][C:35]([O:37][CH3:38])=[O:36])[C@@H:27]([CH:39]=O)[C@H:26]([O:41][CH:42]2[CH2:47][CH2:46][CH2:45][CH2:44][O:43]2)[CH2:25]1)(=[O:22])[CH3:21]. (4) Given the product [CH3:30][N:25]1[CH2:26][CH2:27][C:28]2[N:18]=[C:2]([N:3]3[CH2:8][CH2:7][CH2:6][CH:5]([CH2:9][NH:10][C:11](=[O:17])[O:12][C:13]([CH3:15])([CH3:14])[CH3:16])[CH2:4]3)[N:1]=[CH:22][C:23]=2[CH2:24]1, predict the reactants needed to synthesize it. The reactants are: [NH2:1][C:2](=[NH:18])[N:3]1[CH2:8][CH2:7][CH2:6][CH:5]([CH2:9][NH:10][C:11](=[O:17])[O:12][C:13]([CH3:16])([CH3:15])[CH3:14])[CH2:4]1.CN([CH:22]=[C:23]1[C:28](=O)[CH2:27][CH2:26][N:25]([CH3:30])[CH2:24]1)C.C[O-].[Na+]. (5) Given the product [CH:33]1([C:31]2[N:32]=[C:26]([CH:11]3[CH2:12][CH:13]([C:15]4[CH:20]=[CH:19][C:18]([O:21][C:22]([F:25])([F:24])[F:23])=[CH:17][CH:16]=4)[CH2:14][N:9]([C:7]([N:4]4[CH2:5][CH2:6][CH:2]([OH:1])[CH2:3]4)=[O:8])[CH2:10]3)[O:27][N:30]=2)[CH2:35][CH2:34]1, predict the reactants needed to synthesize it. The reactants are: [OH:1][CH:2]1[CH2:6][CH2:5][N:4]([C:7]([N:9]2[CH2:14][CH:13]([C:15]3[CH:20]=[CH:19][C:18]([O:21][C:22]([F:25])([F:24])[F:23])=[CH:17][CH:16]=3)[CH2:12][CH:11]([C:26](O)=[O:27])[CH2:10]2)=[O:8])[CH2:3]1.O[NH:30][C:31]([CH:33]1[CH2:35][CH2:34]1)=[NH:32]. (6) The reactants are: [C:1]1([C:7]2[S:8][CH:9]=[C:10]([CH:12]=O)[N:11]=2)[CH:6]=[CH:5][CH:4]=[CH:3][CH:2]=1.[CH3:14][CH:15]([CH3:31])[C:16]([NH:18][C:19]1[CH:24]=[CH:23][CH:22]=[C:21]([CH:25]2[CH2:30][CH2:29][NH:28][CH2:27][CH2:26]2)[CH:20]=1)=[O:17]. Given the product [CH3:14][CH:15]([CH3:31])[C:16]([NH:18][C:19]1[CH:24]=[CH:23][CH:22]=[C:21]([CH:25]2[CH2:30][CH2:29][N:28]([CH2:12][C:10]3[N:11]=[C:7]([C:1]4[CH:2]=[CH:3][CH:4]=[CH:5][CH:6]=4)[S:8][CH:9]=3)[CH2:27][CH2:26]2)[CH:20]=1)=[O:17], predict the reactants needed to synthesize it. (7) The reactants are: [C:1]([NH:4][CH:5](C(OCC)=O)[C:6]([O:8]CC)=[O:7])(=[O:3])[CH3:2].CC(C)([O-])C.[K+].[F:22][C:23]1[CH:28]=[CH:27][C:26]([C:29](Cl)(Cl)[C:30]2[CH:35]=[CH:34][C:33]([F:36])=[CH:32][CH:31]=2)=[CH:25][CH:24]=1.[I-].[K+].[OH-].[Na+]. Given the product [C:1]([NH:4][CH:5]([CH:29]([C:30]1[CH:35]=[CH:34][C:33]([F:36])=[CH:32][CH:31]=1)[C:26]1[CH:27]=[CH:28][C:23]([F:22])=[CH:24][CH:25]=1)[C:6]([OH:8])=[O:7])(=[O:3])[CH3:2], predict the reactants needed to synthesize it. (8) Given the product [C:1]1([CH2:7][O:8][C:9](=[O:39])[NH:10][C@H:19]([C:21]2[NH:22][C:23]3[C:24]([N:30]=2)=[N:25][CH:26]=[C:27]([C:59]2[CH:60]=[CH:61][C:55]4[O:54][CH2:53][CH2:52][N:51]([C:44]5[C:43]6[CH2:42][C:41]([CH3:40])([CH3:65])[CH2:50][CH2:49][C:48]=6[N:47]=[CH:46][N:45]=5)[CH2:57][C:56]=4[CH:58]=2)[CH:28]=3)[CH3:20])[CH:2]=[CH:3][CH:4]=[CH:5][CH:6]=1, predict the reactants needed to synthesize it. The reactants are: [C:1]1([CH2:7][O:8][C:9](=[O:39])[N:10]([C@H:19]([C:21]2[N:30](COCC[Si](C)(C)C)[C:24]3=[N:25][CH:26]=[C:27](Br)[CH:28]=[C:23]3[N:22]=2)[CH3:20])COCC[Si](C)(C)C)[CH:6]=[CH:5][CH:4]=[CH:3][CH:2]=1.[CH3:40][C:41]1([CH3:65])[CH2:50][CH2:49][C:48]2[N:47]=[CH:46][N:45]=[C:44]([N:51]3[CH2:57][C:56]4[CH:58]=[C:59](B(O)O)[CH:60]=[CH:61][C:55]=4[O:54][CH2:53][CH2:52]3)[C:43]=2[CH2:42]1. (9) Given the product [CH:8]1([C:6]2[N:5]=[C:4]([C:11]3[CH:16]=[CH:15][CH:14]=[CH:13][C:12]=3[C:17]([F:20])([F:19])[F:18])[N:3]=[C:2]([NH:30][C:23]3[C:24]4[C:29](=[CH:28][CH:27]=[CH:26][CH:25]=4)[NH:21][N:22]=3)[CH:7]=2)[CH2:10][CH2:9]1, predict the reactants needed to synthesize it. The reactants are: Cl[C:2]1[CH:7]=[C:6]([CH:8]2[CH2:10][CH2:9]2)[N:5]=[C:4]([C:11]2[CH:16]=[CH:15][CH:14]=[CH:13][C:12]=2[C:17]([F:20])([F:19])[F:18])[N:3]=1.[NH:21]1[C:29]2[C:24](=[CH:25][CH:26]=[CH:27][CH:28]=2)[C:23]([NH2:30])=[N:22]1.O.C(=O)(O)[O-].[Na+]. (10) Given the product [CH2:1]([N:8]([CH2:19][C:20]1[CH:33]=[CH:32][C:23]([O:24][C:25]2[CH:26]=[CH:27][C:28]([O:31][CH2:35][C:34]([O:38][CH2:39][CH3:40])=[O:37])=[CH:29][CH:30]=2)=[CH:22][CH:21]=1)[C:9]1[CH:14]=[CH:13][CH:12]=[C:11]([N+:15]([O-:17])=[O:16])[C:10]=1[CH3:18])[C:2]1[CH:3]=[CH:4][CH:5]=[CH:6][CH:7]=1, predict the reactants needed to synthesize it. The reactants are: [CH2:1]([N:8]([CH2:19][C:20]1[CH:33]=[CH:32][C:23]([O:24][C:25]2[CH:30]=[CH:29][C:28]([OH:31])=[CH:27][CH:26]=2)=[CH:22][CH:21]=1)[C:9]1[CH:14]=[CH:13][CH:12]=[C:11]([N+:15]([O-:17])=[O:16])[C:10]=1[CH3:18])[C:2]1[CH:7]=[CH:6][CH:5]=[CH:4][CH:3]=1.[C:34]([O:38][CH2:39][CH3:40])(=[O:37])[CH2:35]O.